Dataset: Reaction yield outcomes from USPTO patents with 853,638 reactions. Task: Predict the reaction yield, written as a fraction of the theoretical maximum amount of product (1.0 means a 100% yield; for example, 0.34 means a 34% yield). (1) The reactants are [Cl:1][C:2]1[N:3]=[C:4]2[C:9](=[CH:10][CH:11]=1)[N:8]=[CH:7][C:6]([C:12](=[O:14])[CH3:13])=[C:5]2[NH:15][C:16]1[CH:21]=[CH:20][C:19]([CH2:22][N:23]2[CH2:28][CH2:27][N:26]([CH3:29])[CH2:25][CH2:24]2)=[CH:18][CH:17]=1.[Cl:30][C:31]1[CH:36]=[C:35](B2OC(C)(C)C(C)(C)O2)[CH:34]=[C:33]([Cl:46])[C:32]=1[OH:47].C1(N)C(F)=C(F)C(F)=C(N)C=1F.[ClH:60].Cl. No catalyst specified. The product is [ClH:1].[ClH:30].[ClH:60].[Cl:30][C:31]1[CH:36]=[C:35]([C:2]2[N:3]=[C:4]3[C:9](=[CH:10][CH:11]=2)[N:8]=[CH:7][C:6]([C:12](=[O:14])[CH3:13])=[C:5]3[NH:15][C:16]2[CH:21]=[CH:20][C:19]([CH2:22][N:23]3[CH2:24][CH2:25][N:26]([CH3:29])[CH2:27][CH2:28]3)=[CH:18][CH:17]=2)[CH:34]=[C:33]([Cl:46])[C:32]=1[OH:47]. The yield is 0.770. (2) The catalyst is O1CCCC1.O. The product is [O:15]=[C:13]1[CH:12]=[C:11]([CH:16]2[CH2:17][CH2:18][N:19]([C:22]([O:24][C:25]([CH3:26])([CH3:27])[CH3:28])=[O:23])[CH2:20][CH2:21]2)[N:5]2[N:6]=[C:7]3[C:3]([C:2]([C:31]4[CH:32]=[CH:33][S:29][CH:30]=4)=[CH:10][CH:9]=[CH:8]3)=[C:4]2[NH:14]1. The yield is 0.490. The reactants are Br[C:2]1[C:3]2[C:7]([CH:8]=[CH:9][CH:10]=1)=[N:6][N:5]1[C:11]([CH:16]3[CH2:21][CH2:20][N:19]([C:22]([O:24][C:25]([CH3:28])([CH3:27])[CH3:26])=[O:23])[CH2:18][CH2:17]3)=[CH:12][C:13](=[O:15])[NH:14][C:4]=21.[S:29]1[CH:33]=[CH:32][C:31](B(O)O)=[CH:30]1.P([O-])([O-])([O-])=O.[K+].[K+].[K+]. (3) The reactants are C(OC([N:8]1[C:16]2[C:11](=[CH:12][CH:13]=[C:14]([O:17][CH2:18][CH3:19])[CH:15]=2)[CH:10]=[C:9]1[C:20]1[CH:25]=[CH:24][C:23]([N+:26]([O-:28])=[O:27])=[CH:22][CH:21]=1)=O)(C)(C)C.C(O)(C(F)(F)F)=O. The catalyst is C(Cl)Cl. The product is [CH2:18]([O:17][C:14]1[CH:15]=[C:16]2[C:11]([CH:10]=[C:9]([C:20]3[CH:21]=[CH:22][C:23]([N+:26]([O-:28])=[O:27])=[CH:24][CH:25]=3)[NH:8]2)=[CH:12][CH:13]=1)[CH3:19]. The yield is 0.680. (4) The reactants are [NH:1]1[C:5]([NH2:6])=[N:4][N:3]=[N:2]1.N1C=CC=CC=1.Cl[C:14]([O:16][CH2:17][C:18]([Cl:21])([Cl:20])[Cl:19])=[O:15].O. The catalyst is O1CCCC1. The product is [NH:1]1[C:5]([NH:6][C:14](=[O:15])[O:16][CH2:17][C:18]([Cl:21])([Cl:20])[Cl:19])=[N:4][N:3]=[N:2]1. The yield is 0.421. (5) The catalyst is CO.C(OCC)(=O)C.[Pd]. The product is [NH2:15][C:13]1[CH:12]=[C:11]([NH:18][C:19](=[O:21])[CH3:20])[CH:10]=[C:9]([C:3]2[CH:4]=[CH:5][C:6]([F:8])=[CH:7][C:2]=2[F:1])[CH:14]=1. The yield is 0.890. The reactants are [F:1][C:2]1[CH:7]=[C:6]([F:8])[CH:5]=[CH:4][C:3]=1[C:9]1[CH:14]=[C:13]([N+:15]([O-])=O)[CH:12]=[C:11]([NH:18][C:19](=[O:21])[CH3:20])[CH:10]=1. (6) The reactants are [Br:1][C:2]1[CH:7]=[CH:6][C:5]([NH:8][C:9]2[N:10]([CH3:32])[C:11](=[O:31])[C:12]([CH3:30])=[CH:13][C:14]=2[C:15]([NH:17][O:18][CH2:19][C@@H:20]([O:22][Si](C(C)(C)C)(C)C)[CH3:21])=[O:16])=[C:4]([F:33])[CH:3]=1.Cl. The catalyst is C1COCC1.CCOC(C)=O. The product is [Br:1][C:2]1[CH:7]=[CH:6][C:5]([NH:8][C:9]2[N:10]([CH3:32])[C:11](=[O:31])[C:12]([CH3:30])=[CH:13][C:14]=2[C:15]([NH:17][O:18][CH2:19][C@@H:20]([OH:22])[CH3:21])=[O:16])=[C:4]([F:33])[CH:3]=1. The yield is 0.690. (7) The yield is 0.615. The catalyst is [Cl-].C([P+](CCCC)(CCCC)CCCC)CCC. The product is [CH2:1]([SiH:19]([Cl:21])[Cl:20])[CH2:2][CH2:3][CH2:4][CH2:5][CH2:6][CH2:7][CH2:8][CH2:9][CH2:10][CH2:11][CH2:12][CH2:13][CH2:14][CH2:15][CH2:16][CH2:17][CH3:18]. The reactants are [CH2:1]([Si:19](Cl)([Cl:21])[Cl:20])[CH2:2][CH2:3][CH2:4][CH2:5][CH2:6][CH2:7][CH2:8][CH2:9][CH2:10][CH2:11][CH2:12][CH2:13][CH2:14][CH2:15][CH2:16][CH2:17][CH3:18].C[SiH](Cl)Cl.